From a dataset of Full USPTO retrosynthesis dataset with 1.9M reactions from patents (1976-2016). Predict the reactants needed to synthesize the given product. (1) The reactants are: [NH2:1][C:2](=[N:23][OH:24])[C:3]1[CH:8]=[CH:7][N:6]=[C:5]([N:9]2[CH2:14][CH2:13][N:12]([C:15](=[O:22])[CH2:16][CH2:17][C:18]([CH3:21])([CH3:20])[CH3:19])[CH2:11][CH2:10]2)[N:4]=1.[OH-].[Na+].O1CC[CH2:29][CH2:28]1. Given the product [CH3:19][C:18]([CH3:20])([CH3:21])[CH2:17][CH2:16][C:15]([N:12]1[CH2:13][CH2:14][N:9]([C:5]2[N:4]=[C:3]([C:2]3[N:1]=[C:28]([CH3:29])[O:24][N:23]=3)[CH:8]=[CH:7][N:6]=2)[CH2:10][CH2:11]1)=[O:22], predict the reactants needed to synthesize it. (2) Given the product [Br:1][C:2]1[CH:7]=[C:6]([F:8])[CH:5]=[CH:4][C:3]=1[CH:9]1[N:10]=[C:11]([C:22]2[S:23][CH:24]=[CH:25][N:26]=2)[NH:12][C:13]([CH2:20][N:31]2[CH2:32][CH:28]([OH:27])[CH2:29][CH:30]2[C:33]([OH:35])=[O:34])=[C:14]1[C:15]([O:17][CH2:18][CH3:19])=[O:16], predict the reactants needed to synthesize it. The reactants are: [Br:1][C:2]1[CH:7]=[C:6]([F:8])[CH:5]=[CH:4][C:3]=1[CH:9]1[C:14]([C:15]([O:17][CH2:18][CH3:19])=[O:16])=[C:13]([CH2:20]Br)[NH:12][C:11]([C:22]2[S:23][CH:24]=[CH:25][N:26]=2)=[N:10]1.[OH:27][CH:28]1[CH2:32][NH:31][CH:30]([C:33]([OH:35])=[O:34])[CH2:29]1. (3) Given the product [Cl:14][C:15]1[N:16]=[CH:17][N:18]=[C:19]([NH:1][C:2]2[CH:13]=[CH:12][C:5]([CH2:6][NH:7][S:8]([CH3:11])(=[O:10])=[O:9])=[CH:4][CH:3]=2)[CH:20]=1, predict the reactants needed to synthesize it. The reactants are: [NH2:1][C:2]1[CH:13]=[CH:12][C:5]([CH2:6][NH:7][S:8]([CH3:11])(=[O:10])=[O:9])=[CH:4][CH:3]=1.[Cl:14][C:15]1[CH:20]=[C:19](Cl)[N:18]=[CH:17][N:16]=1.C(N(CC)C(C)C)(C)C. (4) The reactants are: S([O-])([O-])(=O)=O.[Na+].[Na+].[OH2:8].Cl[C:10](Cl)(Cl)[CH:11]=[O:12].[NH2:15][C:16]1[CH:21]=[CH:20][C:19]([CH2:22][CH2:23][N:24]2[CH2:28][CH2:27][O:26][C:25]2=[O:29])=[CH:18][CH:17]=1.Cl.[NH2:31]O. Given the product [OH:8][N:31]=[CH:10][C:11]([NH:15][C:16]1[CH:21]=[CH:20][C:19]([CH2:22][CH2:23][N:24]2[CH2:28][CH2:27][O:26][C:25]2=[O:29])=[CH:18][CH:17]=1)=[O:12], predict the reactants needed to synthesize it. (5) Given the product [Cl:1][C:2]1[C:3]([CH3:14])=[C:4]([CH2:5][OH:6])[CH:9]=[CH:10][C:11]=1[C:12]#[N:13], predict the reactants needed to synthesize it. The reactants are: [Cl:1][C:2]1[C:3]([CH3:14])=[C:4]([CH:9]=[CH:10][C:11]=1[C:12]#[N:13])[C:5](OC)=[O:6].C(S)CS.[BH4-].[Na+]. (6) Given the product [ClH:30].[CH2:28]([N:3]([CH2:1][CH3:2])[CH2:4][CH2:5][O:6][C:7]1[CH:12]=[CH:11][C:10]([C:13]([C:22]2[CH:23]=[CH:24][CH:25]=[CH:26][CH:27]=2)=[CH:14][C:15]2[CH:16]=[CH:17][CH:18]=[CH:19][CH:20]=2)=[CH:9][CH:8]=1)[CH3:29], predict the reactants needed to synthesize it. The reactants are: [CH2:1]([N:3]([CH2:28][CH3:29])[CH2:4][CH2:5][O:6][C:7]1[CH:12]=[CH:11][C:10]([C:13]([C:22]2[CH:27]=[CH:26][CH:25]=[CH:24][CH:23]=2)(O)[CH2:14][C:15]2[CH:20]=[CH:19][CH:18]=[CH:17][CH:16]=2)=[CH:9][CH:8]=1)[CH3:2].[ClH:30]. (7) Given the product [CH2:1]([O:3][C:4](=[O:16])[CH2:5][N:6]1[C:14]2[C:9](=[CH:10][CH:11]=[C:12]([O:15][CH2:23][C:22]3[N:18]([CH3:17])[N:19]=[C:20]([C:25]4[CH:26]=[CH:27][C:28]([C:31]([F:33])([F:32])[F:34])=[CH:29][CH:30]=4)[CH:21]=3)[CH:13]=2)[CH:8]=[CH:7]1)[CH3:2], predict the reactants needed to synthesize it. The reactants are: [CH2:1]([O:3][C:4](=[O:16])[CH2:5][N:6]1[C:14]2[C:9](=[CH:10][CH:11]=[C:12]([OH:15])[CH:13]=2)[CH:8]=[CH:7]1)[CH3:2].[CH3:17][N:18]1[C:22]([CH2:23]O)=[CH:21][C:20]([C:25]2[CH:30]=[CH:29][C:28]([C:31]([F:34])([F:33])[F:32])=[CH:27][CH:26]=2)=[N:19]1.C(P(CCCC)CCCC)CCC.CN(C)C(N=NC(N(C)C)=O)=O. (8) Given the product [C:16]([O:15][C:13]([N:20]1[CH2:25][CH2:24][N:23]([C:2]2[C:11]3[CH2:10][O:9][C:8](=[O:12])[NH:7][C:6]=3[CH:5]=[CH:4][CH:3]=2)[CH2:22][CH2:21]1)=[O:14])([CH3:19])([CH3:17])[CH3:18], predict the reactants needed to synthesize it. The reactants are: Br[C:2]1[C:11]2[CH2:10][O:9][C:8](=[O:12])[NH:7][C:6]=2[CH:5]=[CH:4][CH:3]=1.[C:13]([N:20]1[CH2:25][CH2:24][NH:23][CH2:22][CH2:21]1)([O:15][C:16]([CH3:19])([CH3:18])[CH3:17])=[O:14].C1C=CC(P(C2C(C3C(P(C4C=CC=CC=4)C4C=CC=CC=4)=CC=C4C=3C=CC=C4)=C3C(C=CC=C3)=CC=2)C2C=CC=CC=2)=CC=1.CC([O-])(C)C.[Na+]. (9) Given the product [CH2:1]([N:8]1[CH2:13][CH:12]2[CH2:14][CH:9]1[CH2:10][N:11]2[C:15]1[CH:20]=[CH:19][C:18]([OH:23])=[CH:17][CH:16]=1)[C:2]1[CH:7]=[CH:6][CH:5]=[CH:4][CH:3]=1, predict the reactants needed to synthesize it. The reactants are: [CH2:1]([N:8]1[CH2:13][CH:12]2[CH2:14][CH:9]1[CH2:10][N:11]2[C:15]1[CH:20]=[CH:19][C:18](Cl)=[CH:17][CH:16]=1)[C:2]1[CH:7]=[CH:6][CH:5]=[CH:4][CH:3]=1.N([O-])=[O:23].[Na+].OS([O-])=O.[Na+].